This data is from NCI-60 drug combinations with 297,098 pairs across 59 cell lines. The task is: Regression. Given two drug SMILES strings and cell line genomic features, predict the synergy score measuring deviation from expected non-interaction effect. (1) Drug 1: CCC1=CC2CC(C3=C(CN(C2)C1)C4=CC=CC=C4N3)(C5=C(C=C6C(=C5)C78CCN9C7C(C=CC9)(C(C(C8N6C)(C(=O)OC)O)OC(=O)C)CC)OC)C(=O)OC.C(C(C(=O)O)O)(C(=O)O)O. Drug 2: C1=CC(=CC=C1CC(C(=O)O)N)N(CCCl)CCCl.Cl. Cell line: T-47D. Synergy scores: CSS=43.0, Synergy_ZIP=-8.66, Synergy_Bliss=1.04, Synergy_Loewe=-10.1, Synergy_HSA=0.240. (2) Drug 1: CC1=C(C(CCC1)(C)C)C=CC(=CC=CC(=CC(=O)O)C)C. Drug 2: CC(C)CN1C=NC2=C1C3=CC=CC=C3N=C2N. Cell line: HT29. Synergy scores: CSS=12.2, Synergy_ZIP=-4.77, Synergy_Bliss=-2.37, Synergy_Loewe=-1.01, Synergy_HSA=-1.03. (3) Drug 1: CCC1=C2CN3C(=CC4=C(C3=O)COC(=O)C4(CC)O)C2=NC5=C1C=C(C=C5)O. Drug 2: CN(CCCl)CCCl.Cl. Cell line: PC-3. Synergy scores: CSS=16.8, Synergy_ZIP=-9.62, Synergy_Bliss=-4.74, Synergy_Loewe=-0.524, Synergy_HSA=-0.551. (4) Drug 1: COC1=CC(=CC(=C1O)OC)C2C3C(COC3=O)C(C4=CC5=C(C=C24)OCO5)OC6C(C(C7C(O6)COC(O7)C8=CC=CS8)O)O. Drug 2: CC=C1C(=O)NC(C(=O)OC2CC(=O)NC(C(=O)NC(CSSCCC=C2)C(=O)N1)C(C)C)C(C)C. Cell line: RPMI-8226. Synergy scores: CSS=86.5, Synergy_ZIP=6.57, Synergy_Bliss=7.03, Synergy_Loewe=8.69, Synergy_HSA=10.8. (5) Drug 1: CC=C1C(=O)NC(C(=O)OC2CC(=O)NC(C(=O)NC(CSSCCC=C2)C(=O)N1)C(C)C)C(C)C. Drug 2: B(C(CC(C)C)NC(=O)C(CC1=CC=CC=C1)NC(=O)C2=NC=CN=C2)(O)O. Cell line: HS 578T. Synergy scores: CSS=86.0, Synergy_ZIP=5.34, Synergy_Bliss=5.04, Synergy_Loewe=-20.4, Synergy_HSA=4.91. (6) Drug 1: C1CC(C1)(C(=O)O)C(=O)O.[NH2-].[NH2-].[Pt+2]. Drug 2: CC1CCC2CC(C(=CC=CC=CC(CC(C(=O)C(C(C(=CC(C(=O)CC(OC(=O)C3CCCCN3C(=O)C(=O)C1(O2)O)C(C)CC4CCC(C(C4)OC)OCCO)C)C)O)OC)C)C)C)OC. Cell line: SNB-19. Synergy scores: CSS=1.91, Synergy_ZIP=-2.97, Synergy_Bliss=-2.12, Synergy_Loewe=-4.03, Synergy_HSA=-2.88. (7) Drug 1: CC12CCC(CC1=CCC3C2CCC4(C3CC=C4C5=CN=CC=C5)C)O. Drug 2: CC(C1=C(C=CC(=C1Cl)F)Cl)OC2=C(N=CC(=C2)C3=CN(N=C3)C4CCNCC4)N. Cell line: K-562. Synergy scores: CSS=53.3, Synergy_ZIP=1.19, Synergy_Bliss=8.47, Synergy_Loewe=-17.7, Synergy_HSA=8.04.